From a dataset of Catalyst prediction with 721,799 reactions and 888 catalyst types from USPTO. Predict which catalyst facilitates the given reaction. (1) Reactant: [NH2:1][C:2]1[N:3]([CH3:13])[C:4](=[O:12])[C:5]([CH3:11])=[C:6](O)[C:7]=1[C:8]#[N:9].C(Cl)(=O)C([Cl:17])=O. Product: [NH2:1][C:2]1[N:3]([CH3:13])[C:4](=[O:12])[C:5]([CH3:11])=[C:6]([Cl:17])[C:7]=1[C:8]#[N:9]. The catalyst class is: 23. (2) Reactant: [S:1]1[CH:5]=[CH:4][C:3]2[C:6]([N:10]3[CH2:15][CH2:14][N:13]([CH2:16][CH2:17][CH2:18][CH2:19][O:20][C:21]4[CH:30]=[C:29]5[C:24]([CH:25]=[CH:26][C:27](=[O:31])[NH:28]5)=[CH:23][CH:22]=4)[CH2:12][CH2:11]3)=[CH:7][CH:8]=[CH:9][C:2]1=2.[C:32]([OH:38])(=[O:37])[CH2:33][C:34]([OH:36])=[O:35]. Product: [C:32]([OH:38])(=[O:37])[CH2:33][C:34]([OH:36])=[O:35].[S:1]1[CH:5]=[CH:4][C:3]2[C:6]([N:10]3[CH2:11][CH2:12][N:13]([CH2:16][CH2:17][CH2:18][CH2:19][O:20][C:21]4[CH:30]=[C:29]5[C:24]([CH:25]=[CH:26][C:27](=[O:31])[NH:28]5)=[CH:23][CH:22]=4)[CH2:14][CH2:15]3)=[CH:7][CH:8]=[CH:9][C:2]1=2. The catalyst class is: 98. (3) Reactant: [CH3:1][C:2]1([CH3:23])[O:7][C:6](=[O:8])[C:5]2[CH:9]=[CH:10][C:11]([O:13]C3C=CC(C=O)=CC=3F)=[CH:12][C:4]=2[O:3]1.CC(C)CCN.C(O[BH-](OC(=O)C)OC(=O)C)(=O)C.[Na+].[OH-].[K+]. Product: [OH:13][C:11]1[CH:10]=[CH:9][C:5]2[C:6](=[O:8])[O:7][C:2]([CH3:1])([CH3:23])[O:3][C:4]=2[CH:12]=1. The catalyst class is: 26. (4) The catalyst class is: 4. Reactant: Cl.[F:2][C:3]1[CH:4]=[C:5]([C:17]2[CH:22]=[CH:21][C:20]([S:23]([CH3:26])(=[O:25])=[O:24])=[CH:19][CH:18]=2)[CH:6]=[CH:7][C:8]=1[O:9][CH2:10][CH:11]1[CH2:16][CH2:15][NH:14][CH2:13][CH2:12]1.C(N(C(C)C)CC)(C)C.Cl[C:37]([O:39][CH:40]([CH3:42])[CH3:41])=[O:38]. Product: [F:2][C:3]1[CH:4]=[C:5]([C:17]2[CH:18]=[CH:19][C:20]([S:23]([CH3:26])(=[O:24])=[O:25])=[CH:21][CH:22]=2)[CH:6]=[CH:7][C:8]=1[O:9][CH2:10][CH:11]1[CH2:16][CH2:15][N:14]([C:37]([O:39][CH:40]([CH3:42])[CH3:41])=[O:38])[CH2:13][CH2:12]1. (5) Reactant: Cl.[CH3:2][O:3][CH:4]1[CH2:7][NH:6][CH2:5]1.Br[C:9]1[CH:10]=[CH:11][C:12]([N+:15]([O-:17])=[O:16])=[N:13][CH:14]=1.CC1(C)C2C(=C(P(C3C=CC=CC=3)C3C=CC=CC=3)C=CC=2)OC2C(P(C3C=CC=CC=3)C3C=CC=CC=3)=CC=CC1=2.C([O-])([O-])=O.[Cs+].[Cs+]. Product: [CH3:2][O:3][CH:4]1[CH2:7][N:6]([C:9]2[CH:10]=[CH:11][C:12]([N+:15]([O-:17])=[O:16])=[N:13][CH:14]=2)[CH2:5]1. The catalyst class is: 102. (6) Reactant: [C:1]([N:5](C)[C:6](=[O:13])[C:7]([F:12])([F:11])[CH2:8][CH2:9][CH3:10])(C)(C)C. Product: [CH3:1][NH:5][C:6](=[O:13])[C:7]([F:12])([F:11])[CH2:8][CH2:9][CH3:10]. The catalyst class is: 55.